Dataset: Reaction yield outcomes from USPTO patents with 853,638 reactions. Task: Predict the reaction yield, written as a fraction of the theoretical maximum amount of product (1.0 means a 100% yield; for example, 0.34 means a 34% yield). (1) The reactants are [F:1][C:2]1[CH:7]=[CH:6][C:5]([N:8]2[CH:13]=[CH:12][C:11]([I:14])=[C:10]([CH:15]=[O:16])[C:9]2=[O:17])=[CH:4][CH:3]=1.[OH:18]P([O-])(O)=O.[Na+].CC(=CC)C.Cl([O-])=O.[Na+]. The catalyst is C1COCC1.[OH-].[Na+].CCOC(C)=O.O.C(O)(C)(C)C. The product is [F:1][C:2]1[CH:3]=[CH:4][C:5]([N:8]2[CH:13]=[CH:12][C:11]([I:14])=[C:10]([C:15]([OH:18])=[O:16])[C:9]2=[O:17])=[CH:6][CH:7]=1. The yield is 0.645. (2) The reactants are [Br:1][C:2]1[CH:7]=[CH:6][C:5]([NH:8][C:9]2[C:10]([C:18]([OH:20])=O)=[CH:11][N:12]([CH3:17])[C:13](=[O:16])[C:14]=2[CH3:15])=[C:4]([F:21])[CH:3]=1.C(N1C=CN=C1)(N1C=CN=C1)=O.[C:34]1([CH2:40][S:41]([NH2:44])(=[O:43])=[O:42])[CH:39]=[CH:38][CH:37]=[CH:36][CH:35]=1.C1CCN2C(=NCCC2)CC1. The catalyst is CN(C=O)C.CCOC(C)=O.Cl. The product is [Br:1][C:2]1[CH:7]=[CH:6][C:5]([NH:8][C:9]2[C:10]([C:18]([NH:44][S:41]([CH2:40][C:34]3[CH:35]=[CH:36][CH:37]=[CH:38][CH:39]=3)(=[O:42])=[O:43])=[O:20])=[CH:11][N:12]([CH3:17])[C:13](=[O:16])[C:14]=2[CH3:15])=[C:4]([F:21])[CH:3]=1. The yield is 0.680. (3) The reactants are BrCCBr.C[Si](Cl)(C)C.[CH3:10][O:11][C:12](=[O:22])/[C:13](/I)=[CH:14]\[CH:15]1[CH2:20][CH2:19][CH2:18][CH2:17][CH2:16]1.C1(P(C2C=CC=CC=2)C2C=CC=CC=2)C=CC=CC=1.[CH3:42][S:43]([C:46]1[CH:51]=[CH:50][C:49](Br)=[CH:48][CH:47]=1)(=[O:45])=[O:44].[Cl-].[NH4+]. The catalyst is O1CCCC1.[Zn].C1C=CC(/C=C/C(/C=C/C2C=CC=CC=2)=O)=CC=1.C1C=CC(/C=C/C(/C=C/C2C=CC=CC=2)=O)=CC=1.[Pd]. The product is [CH3:10][O:11][C:12](=[O:22])/[C:13](/[C:49]1[CH:50]=[CH:51][C:46]([S:43]([CH3:42])(=[O:45])=[O:44])=[CH:47][CH:48]=1)=[CH:14]/[CH:15]1[CH2:20][CH2:19][CH2:18][CH2:17][CH2:16]1. The yield is 0.990. (4) The reactants are [O:1]1[C:5]2[CH:6]=[CH:7][C:8]([CH2:10][C:11]#[N:12])=[CH:9][C:4]=2[O:3]C1.B(Br)(Br)Br.O. The catalyst is C(Cl)Cl. The product is [OH:3][C:4]1[CH:9]=[C:8]([CH2:10][C:11]#[N:12])[CH:7]=[CH:6][C:5]=1[OH:1]. The yield is 0.540. (5) The reactants are [C:1]1([C@@H:7]2[CH2:11][NH:10][CH2:9][C@H:8]2[NH:12][C:13](=[O:19])[O:14][C:15]([CH3:18])([CH3:17])[CH3:16])[CH:6]=[CH:5][CH:4]=[CH:3][CH:2]=1.CCN(C(C)C)C(C)C.Br[CH2:30][CH2:31][O:32][CH3:33].O. The catalyst is CN(C=O)C. The product is [CH3:33][O:32][CH2:31][CH2:30][N:10]1[CH2:11][C@@H:7]([C:1]2[CH:2]=[CH:3][CH:4]=[CH:5][CH:6]=2)[C@H:8]([NH:12][C:13](=[O:19])[O:14][C:15]([CH3:16])([CH3:18])[CH3:17])[CH2:9]1. The yield is 0.920.